From a dataset of Catalyst prediction with 721,799 reactions and 888 catalyst types from USPTO. Predict which catalyst facilitates the given reaction. (1) Reactant: [CH:1]1([NH:4][C:5]2[C:10]([C:11]([NH2:13])=[O:12])=[CH:9][N:8]=[C:7]([NH:14][C:15]3[CH:20]=[CH:19][C:18]([CH:21]4[CH2:26][CH2:25][NH:24][CH2:23][CH2:22]4)=[CH:17][CH:16]=3)[N:6]=2)[CH2:3][CH2:2]1.C(N(C(C)C)CC)(C)C.[CH2:36]([S:38](Cl)(=[O:40])=[O:39])[CH3:37]. Product: [CH:1]1([NH:4][C:5]2[C:10]([C:11]([NH2:13])=[O:12])=[CH:9][N:8]=[C:7]([NH:14][C:15]3[CH:20]=[CH:19][C:18]([CH:21]4[CH2:26][CH2:25][N:24]([S:38]([CH2:36][CH3:37])(=[O:40])=[O:39])[CH2:23][CH2:22]4)=[CH:17][CH:16]=3)[N:6]=2)[CH2:3][CH2:2]1. The catalyst class is: 16. (2) Reactant: C(Cl)(=O)C(Cl)=O.[Cl:7][C:8]1[CH:29]=[C:28]([S:30]([CH3:33])(=[O:32])=[O:31])[CH:27]=[CH:26][C:9]=1[O:10][C:11]1[CH:21]=[C:20]([C:22]([F:25])([F:24])[F:23])[CH:19]=[CH:18][C:12]=1[O:13][CH2:14]C(O)=O.C[N:35]([CH:37]=[O:38])C. Product: [Cl:7][C:8]1[CH:29]=[C:28]([S:30]([CH3:33])(=[O:32])=[O:31])[CH:27]=[CH:26][C:9]=1[O:10][C:11]1[CH:21]=[C:20]([C:22]([F:24])([F:23])[F:25])[CH:19]=[CH:18][C:12]=1[O:13][CH2:14][C:37]([NH:35][S:30]([CH3:28])(=[O:32])=[O:31])=[O:38]. The catalyst class is: 2. (3) Reactant: [CH3:1][O:2][C:3]1[CH:28]=[CH:27][C:6]([CH2:7][N:8]([C:22]2[S:23][CH:24]=[CH:25][N:26]=2)[S:9]([C:12]2[CH:13]=[CH:14][C:15]3[NH:20][CH2:19][CH2:18][O:17][C:16]=3[CH:21]=2)(=[O:11])=[O:10])=[CH:5][CH:4]=1.CC1(C)C2C(=C(P(C3C=CC=CC=3)C3C=CC=CC=3)C=CC=2)OC2C(P(C3C=CC=CC=3)C3C=CC=CC=3)=CC=CC1=2.[Br:71][C:72]1[CH:77]=[C:76]([Cl:78])[CH:75]=[CH:74][C:73]=1I.CC(C)([O-])C.[Na+]. Product: [Br:71][C:72]1[CH:77]=[C:76]([Cl:78])[CH:75]=[CH:74][C:73]=1[N:20]1[CH2:19][CH2:18][O:17][C:16]2[CH:21]=[C:12]([S:9]([N:8]([CH2:7][C:6]3[CH:5]=[CH:4][C:3]([O:2][CH3:1])=[CH:28][CH:27]=3)[C:22]3[S:23][CH:24]=[CH:25][N:26]=3)(=[O:11])=[O:10])[CH:13]=[CH:14][C:15]1=2. The catalyst class is: 101. (4) Reactant: [CH3:1][O:2][C:3](=[O:13])[CH2:4]P(OCC)(OCC)=O.CC(C)([O-])C.[K+].[C:20]1([S:26]([N:29]2[C:37]3[C:32](=[C:33]([Br:38])[CH:34]=[CH:35][CH:36]=3)[CH:31]=[C:30]2[C:39](=O)[CH3:40])(=[O:28])=[O:27])[CH:25]=[CH:24][CH:23]=[CH:22][CH:21]=1.C(OCC)(=O)C. Product: [CH3:1][O:2][C:3](=[O:13])[CH:4]=[C:39]([C:30]1[N:29]([S:26]([C:20]2[CH:25]=[CH:24][CH:23]=[CH:22][CH:21]=2)(=[O:27])=[O:28])[C:37]2[C:32]([CH:31]=1)=[C:33]([Br:38])[CH:34]=[CH:35][CH:36]=2)[CH3:40]. The catalyst class is: 3. (5) Reactant: N([O-])=O.[Na+].N[C:6]1[CH:7]=[C:8]([CH:16]([CH2:25][CH:26]2[CH2:31][CH2:30][O:29][CH2:28][CH2:27]2)[C:17]([NH:19][C:20]2[S:21][CH:22]=[CH:23][N:24]=2)=[O:18])[CH:9]=[CH:10][C:11]=1[S:12]([CH3:15])(=[O:14])=[O:13].[ClH:32]. Product: [Cl:32][C:6]1[CH:7]=[C:8]([CH:16]([CH2:25][CH:26]2[CH2:31][CH2:30][O:29][CH2:28][CH2:27]2)[C:17]([NH:19][C:20]2[S:21][CH:22]=[CH:23][N:24]=2)=[O:18])[CH:9]=[CH:10][C:11]=1[S:12]([CH3:15])(=[O:14])=[O:13]. The catalyst class is: 6. (6) Reactant: [CH:1]([N:4]1[C:32](=[O:33])[C:31]2[N:12]3[CH2:13][CH2:14][C:15]4[CH:16]=[C:17]([O:29][CH3:30])[C:18]([C:21]5[C:22]([CH3:28])=[N:23][N:24]([CH3:27])[C:25]=5[CH3:26])=[CH:19][C:20]=4[C:11]3=[C:10]([C:34]3[S:35][CH:36]=[CH:37][CH:38]=3)[C:9]=2[CH2:8][NH:7][CH2:6][CH2:5]1)([CH3:3])[CH3:2].[C:39](O[C:39](=[O:43])[CH:40]([CH3:42])[CH3:41])(=[O:43])[CH:40]([CH3:42])[CH3:41].O.C(OCC)(=O)C. Product: [C:39]([N:7]1[CH2:8][C:9]2[C:10]([C:34]3[S:35][CH:36]=[CH:37][CH:38]=3)=[C:11]3[C:20]4[CH:19]=[C:18]([C:21]5[C:22]([CH3:28])=[N:23][N:24]([CH3:27])[C:25]=5[CH3:26])[C:17]([O:29][CH3:30])=[CH:16][C:15]=4[CH2:14][CH2:13][N:12]3[C:31]=2[C:32](=[O:33])[N:4]([CH:1]([CH3:3])[CH3:2])[CH2:5][CH2:6]1)(=[O:43])[CH:40]([CH3:42])[CH3:41]. The catalyst class is: 383. (7) Reactant: [Br-].Cl[C:3]1[C:12]2[C:7](=[CH:8][CH:9]=[CH:10][C:11]=2[CH2:13][N+:14]([CH2:19][CH3:20])([CH2:17][CH3:18])CC)[N:6]=[CH:5][N:4]=1.[CH3:21][O:22][C:23]1[CH:24]=[C:25]([CH:27]=[CH:28][CH:29]=1)[NH2:26].CC(O[C:35]([NH:37]C1CCNCC1)=O)(C)C. Product: [NH2:37][CH:35]1[CH2:18][CH2:17][N:14]([CH2:13][C:11]2[CH:10]=[CH:9][CH:8]=[C:7]3[C:12]=2[C:3]([NH:26][C:25]2[CH:27]=[CH:28][CH:29]=[C:23]([O:22][CH3:21])[CH:24]=2)=[N:4][CH:5]=[N:6]3)[CH2:19][CH2:20]1. The catalyst class is: 23. (8) Reactant: [CH:1]([C@@H:4]1[CH2:10][N:9]([C:11]([CH:13]2[CH2:18][CH2:17][O:16][CH2:15][CH2:14]2)=[O:12])[CH2:8][C:7]2[CH:19]=[CH:20][C:21]([C:23]([O:25]C)=O)=[CH:22][C:6]=2[O:5]1)([CH3:3])[CH3:2].[NH2:27][OH:28].[OH-].[Na+]. Product: [OH:28][NH:27][C:23]([C:21]1[CH:20]=[CH:19][C:7]2[CH2:8][N:9]([C:11]([CH:13]3[CH2:18][CH2:17][O:16][CH2:15][CH2:14]3)=[O:12])[CH2:10][C@@H:4]([CH:1]([CH3:3])[CH3:2])[O:5][C:6]=2[CH:22]=1)=[O:25]. The catalyst class is: 36. (9) Reactant: Br[C:2]1[CH:3]=[CH:4][C:5]([O:8][CH2:9][CH:10]2[CH2:15][CH2:14][N:13]([CH2:16][C:17]3([C:21]([F:24])([F:23])[F:22])[CH2:20][CH2:19][CH2:18]3)[CH2:12][CH2:11]2)=[N:6][CH:7]=1.[F:25][C:26]1[CH:27]=[C:28](B(O)O)[CH:29]=[CH:30][C:31]=1[C:32]([O:34][CH2:35][CH3:36])=[O:33].C([O-])([O-])=O.[Cs+].[Cs+].O1CCOCC1. Product: [F:25][C:26]1[CH:27]=[C:28]([C:2]2[CH:7]=[N:6][C:5]([O:8][CH2:9][CH:10]3[CH2:15][CH2:14][N:13]([CH2:16][C:17]4([C:21]([F:24])([F:23])[F:22])[CH2:20][CH2:19][CH2:18]4)[CH2:12][CH2:11]3)=[CH:4][CH:3]=2)[CH:29]=[CH:30][C:31]=1[C:32]([O:34][CH2:35][CH3:36])=[O:33]. The catalyst class is: 6. (10) Reactant: [Cl:1][C:2]1[CH:7]=[CH:6][C:5]([C:8]2([C:36](=[O:38])[CH3:37])[CH2:13][CH2:12][N:11]([CH2:14][CH2:15][CH:16]=[C:17]3[C:23]4[CH:24]=[CH:25][CH:26]=[N:27][C:22]=4[CH2:21][O:20][C:19]4[CH:28]=[CH:29][C:30]([C:32](O)([CH3:34])[CH3:33])=[CH:31][C:18]3=4)[CH2:10][CH2:9]2)=[CH:4][CH:3]=1.[BH4-].[Na+]. Product: [Cl:1][C:2]1[CH:7]=[CH:6][C:5]([C:8]2([CH:36]([OH:38])[CH3:37])[CH2:9][CH2:10][N:11]([CH2:14][CH2:15][CH:16]=[C:17]3[C:23]4[CH:24]=[CH:25][CH:26]=[N:27][C:22]=4[CH2:21][O:20][C:19]4[CH:28]=[CH:29][C:30]([C:32]([CH3:34])=[CH2:33])=[CH:31][C:18]3=4)[CH2:12][CH2:13]2)=[CH:4][CH:3]=1. The catalyst class is: 5.